This data is from Reaction yield outcomes from USPTO patents with 853,638 reactions. The task is: Predict the reaction yield, written as a fraction of the theoretical maximum amount of product (1.0 means a 100% yield; for example, 0.34 means a 34% yield). The reactants are Cl[C:2]1[C:11]2[C:6](=[CH:7][C:8]([O:14][CH3:15])=[C:9]([O:12][CH3:13])[CH:10]=2)[N:5]=[CH:4][CH:3]=1.[CH2:16]([N:23]1[C:28](=[O:29])[C:27]([C:30]2[CH:35]=[CH:34][C:33]([O:36]C3C4C(=CC(O)=C(OC)C=4)N=CC=3)=[C:32]([F:50])[CH:31]=2)=[CH:26][N:25]=[CH:24]1)[C:17]1[CH:22]=[CH:21][CH:20]=[CH:19][CH:18]=1. No catalyst specified. The product is [CH2:16]([N:23]1[C:28](=[O:29])[C:27]([C:30]2[CH:35]=[CH:34][C:33]([O:36][C:2]3[C:11]4[C:6](=[CH:7][C:8]([O:14][CH3:15])=[C:9]([O:12][CH3:13])[CH:10]=4)[N:5]=[CH:4][CH:3]=3)=[C:32]([F:50])[CH:31]=2)=[CH:26][N:25]=[CH:24]1)[C:17]1[CH:22]=[CH:21][CH:20]=[CH:19][CH:18]=1. The yield is 0.610.